This data is from Retrosynthesis with 50K atom-mapped reactions and 10 reaction types from USPTO. The task is: Predict the reactants needed to synthesize the given product. The reactants are: COC(=O)c1ccc(F)c(O)c1F.FC(F)Cl. Given the product COC(=O)c1ccc(F)c(OC(F)F)c1F, predict the reactants needed to synthesize it.